From a dataset of Drug-target binding data from BindingDB using Kd measurements. Regression. Given a target protein amino acid sequence and a drug SMILES string, predict the binding affinity score between them. We predict pKd (pKd = -log10(Kd in M); higher means stronger binding). Dataset: bindingdb_kd. (1) The drug is COc1cc2c(cc1-c1c(C)noc1C)[nH]c1ccnc(-c3c(C4CC4)n[nH]c3C)c12. The target protein (P25440) has sequence MLQNVTPHNKLPGEGNAGLLGLGPEAAAPGKRIRKPSLLYEGFESPTMASVPALQLTPANPPPPEVSNPKKPGRVTNQLQYLHKVVMKALWKHQFAWPFRQPVDAVKLGLPDYHKIIKQPMDMGTIKRRLENNYYWAASECMQDFNTMFTNCYIYNKPTDDIVLMAQTLEKIFLQKVASMPQEEQELVVTIPKNSHKKGAKLAALQGSVTSAHQVPAVSSVSHTALYTPPPEIPTTVLNIPHPSVISSPLLKSLHSAGPPLLAVTAAPPAQPLAKKKGVKRKADTTTPTPTAILAPGSPASPPGSLEPKAARLPPMRRESGRPIKPPRKDLPDSQQQHQSSKKGKLSEQLKHCNGILKELLSKKHAAYAWPFYKPVDASALGLHDYHDIIKHPMDLSTVKRKMENRDYRDAQEFAADVRLMFSNCYKYNPPDHDVVAMARKLQDVFEFRYAKMPDEPLEPGPLPVSTAMPPGLAKSSSESSSEESSSESSSEEEEEEDEE.... The pKd is 7.5. (2) The drug is COc1ccc2[nH]cc(CCNC(=O)[C@H](Cc3ccncc3)NC(=O)[C@H](Cc3ccc(Cl)cc3)NC(=O)[C@H](Cc3c[nH]c4ccc(O)cc34)NC(=O)CCCN)c2c1. The target protein sequence is EVNLLDSKTIQGELGWISYPSHGWEEISGVDEHYTPIRTYQVCNVMDHSQNNWLRTNWVPRNSAQKIYVELKFTLRDCNSIPLVLGTCKETFNLYYMESDDDHGVKFREHQFTKIDTIAADESFTQMDLGDRILKLNTEIREVGPVNKKGFYLAFQDVGACVALVSVRVYFKKCPFTVK. The pKd is 5.3. (3) The drug is Nc1nc2[nH]c(SCc3cccc(Br)c3)nc2c(=O)[nH]1. The target protein (P26281) has sequence MTVAYIAIGSNLASPLEQVNAALKALGDIPESHILTVSSFYRTPPLGPQDQPDYLNAAVALETSLAPEELLNHTQRIELQQGRVRKAERWGPRTLDLDIMLFGNEVINTERLTVPHYDMKNRGFMLWPLFEIAPELVFPDGEMLRQILHTRAFDKLNKW. The pKd is 5.2. (4) The pKd is 5.0. The drug is Cc1ccc2nc(NCCN)c3ncc(C)n3c2c1. The target is PFCDPK1(Pfalciparum).